This data is from Forward reaction prediction with 1.9M reactions from USPTO patents (1976-2016). The task is: Predict the product of the given reaction. Given the reactants [CH3:1][N:2]1[CH2:7][CH:6]=[C:5]([C:8]2[C:16]3[C:11](=[CH:12][CH:13]=[N:14][CH:15]=3)[NH:10][CH:9]=2)[CH2:4][CH2:3]1.[Cl:17][C:18]1[CH:26]=[CH:25][CH:24]=[C:23]([Cl:27])[C:19]=1[C:20](Cl)=[O:21].C[Si]([N-][Si](C)(C)C)(C)C.[Na+], predict the reaction product. The product is: [Cl:17][C:18]1[CH:26]=[CH:25][CH:24]=[C:23]([Cl:27])[C:19]=1[C:20]([N:10]1[C:11]2[C:16](=[CH:15][N:14]=[CH:13][CH:12]=2)[C:8]([C:5]2[CH2:4][CH2:3][N:2]([CH3:1])[CH2:7][CH:6]=2)=[CH:9]1)=[O:21].